From a dataset of Reaction yield outcomes from USPTO patents with 853,638 reactions. Predict the reaction yield, written as a fraction of the theoretical maximum amount of product (1.0 means a 100% yield; for example, 0.34 means a 34% yield). (1) The reactants are [Br:1][C:2]1[CH:10]=[C:6]([C:7]([OH:9])=O)[C:5]([OH:11])=[CH:4][CH:3]=1.[NH2:12][C:13]1[O:14][C:15]([C:23]2[O:24][CH:25]=[CH:26][CH:27]=2)=[C:16]([C:18]2[O:19][CH:20]=[CH:21][CH:22]=2)[N:17]=1. No catalyst specified. The product is [Br:1][C:2]1[CH:3]=[CH:4][C:5]([OH:11])=[C:6]([CH:10]=1)[C:7]([NH:12][C:13]1[O:14][C:15]([C:23]2[O:24][CH:25]=[CH:26][CH:27]=2)=[C:16]([C:18]2[O:19][CH:20]=[CH:21][CH:22]=2)[N:17]=1)=[O:9]. The yield is 0.129. (2) The reactants are [CH2:1]([O:8][CH2:9][CH2:10][NH:11][C:12]1[N:20]=[C:19]([Cl:21])[CH:18]=[CH:17][C:13]=1[C:14]([NH2:16])=O)[C:2]1[CH:7]=[CH:6][CH:5]=[CH:4][CH:3]=1.N1C=CC=CC=1.O=P(Cl)(Cl)Cl.[OH-].[Na+]. The catalyst is C(#N)C.CCOC(C)=O. The product is [CH2:1]([O:8][CH2:9][CH2:10][NH:11][C:12]1[N:20]=[C:19]([Cl:21])[CH:18]=[CH:17][C:13]=1[C:14]#[N:16])[C:2]1[CH:3]=[CH:4][CH:5]=[CH:6][CH:7]=1. The yield is 0.670. (3) The reactants are [CH3:1][O:2][C:3](=[O:61])[NH:4][CH:5]([C:9]([N:11]1[CH2:15][CH2:14][CH2:13][CH:12]1[C:16]1[NH:17][C:18]([C:21]2[CH:30]=[CH:29][C:28]3[C:23](=CC=[C:26]([C:31]4[CH:36]=[CH:35][C:34]([C:37]5[NH:38][C:39]([C@@H:42]6[CH2:46][CH2:45][CH2:44][N:43]6[C:47](=[O:60])[CH:48]([NH:55][C:56]([O:58][CH3:59])=[O:57])[C:49]6[CH:54]=[CH:53][CH:52]=[CH:51][CH:50]=6)=[N:40][CH:41]=5)=[CH:33][CH:32]=4)[CH:27]=3)[CH:22]=2)=[CH:19][N:20]=1)=[O:10])[CH:6]([CH3:8])[CH3:7].COC(=O)N[CH:66](C(N1CCCC1C1NC(C2C=CC(Br)=CC=2)=CN=1)=O)[CH:67](C)C.C(OC(N1CCCC1C1NC(C2C=CC3C(=CC=C(B4OC(C)(C)C(C)(C)O4)C=3)C=2)=CN=1)=O)(C)(C)C. No catalyst specified. The product is [CH3:1][O:2][C:3](=[O:61])[NH:4][CH:5]([C:9]([N:11]1[CH2:15][CH2:14][CH2:13][CH:12]1[C:16]1[NH:17][C:18]([C:21]2[CH:22]=[CH:23][C:28]([C:27]3[CH:67]=[CH:66][C:32]4[C:31](=[CH:36][CH:35]=[C:34]([C:37]5[NH:38][C:39]([CH:42]6[CH2:46][CH2:45][CH2:44][N:43]6[C:47](=[O:60])[CH:48]([NH:55][C:56]([O:58][CH3:59])=[O:57])[C:49]6[CH:50]=[CH:51][CH:52]=[CH:53][CH:54]=6)=[N:40][CH:41]=5)[CH:33]=4)[CH:26]=3)=[CH:29][CH:30]=2)=[CH:19][N:20]=1)=[O:10])[CH:6]([CH3:8])[CH3:7]. The yield is 0.540. (4) The reactants are [CH3:1][S:2]([O:5][C:6]1[CH:11]=[C:10]([CH:12]=[O:13])[CH:9]=[CH:8][C:7]=1[O:14][CH3:15])(=[O:4])=[O:3].S(=O)(=O)([OH:18])N.Cl([O-])=O.[Na+]. The catalyst is C(O)(=O)C.O. The product is [CH3:15][O:14][C:7]1[CH:8]=[CH:9][C:10]([C:12]([OH:18])=[O:13])=[CH:11][C:6]=1[O:5][S:2]([CH3:1])(=[O:4])=[O:3]. The yield is 0.990. (5) The reactants are [NH2:1][C@@H:2]([CH2:6][C:7]1[CH:12]=[C:11]([I:13])[C:10]([OH:14])=[C:9]([I:15])[CH:8]=1)[C:3]([OH:5])=[O:4].[CH2:16]=O.Cl. The catalyst is COCCOC. The product is [OH:14][C:10]1[C:9]([I:15])=[C:8]2[C:7]([CH2:6][C@@H:2]([C:3]([OH:5])=[O:4])[NH:1][CH2:16]2)=[CH:12][C:11]=1[I:13]. The yield is 0.470. (6) The reactants are [C:1]([C:4]1[CH:12]=[CH:11][C:7]([C:8]([OH:10])=[O:9])=[CH:6][CH:5]=1)(=[O:3])[CH3:2].[S:13]1[C:17]([C:18]2[C:19]([O:28][CH3:29])=[CH:20][C:21]([O:26][CH3:27])=[C:22]([CH:25]=2)[CH:23]=O)=[CH:16][C:15]2[CH:30]=[CH:31][CH:32]=[CH:33][C:14]1=2.[OH-].[Na+]. The product is [S:13]1[C:17]([C:18]2[C:19]([O:28][CH3:29])=[CH:20][C:21]([O:26][CH3:27])=[C:22](/[CH:23]=[CH:2]/[C:1]([C:4]3[CH:12]=[CH:11][C:7]([C:8]([OH:10])=[O:9])=[CH:6][CH:5]=3)=[O:3])[CH:25]=2)=[CH:16][C:15]2[CH:30]=[CH:31][CH:32]=[CH:33][C:14]1=2. The catalyst is CN(C)C=O.O. The yield is 0.540. (7) The reactants are [F:1][C:2]1[CH:3]=[C:4](B(O)O)[CH:5]=[C:6]([F:10])[C:7]=1[CH:8]=[O:9].Cl[C:15]1[N:20]=[C:19]([NH2:21])[N:18]=[C:17]([NH:22][CH2:23][CH3:24])[CH:16]=1. No catalyst specified. The product is [NH2:21][C:19]1[N:20]=[C:15]([C:4]2[CH:3]=[C:2]([F:1])[C:7]([CH:8]=[O:9])=[C:6]([F:10])[CH:5]=2)[CH:16]=[C:17]([NH:22][CH2:23][CH3:24])[N:18]=1. The yield is 0.430. (8) The reactants are [Cl:1][C:2]1[CH:3]=[C:4]2[C:8](=[CH:9][CH:10]=1)[NH:7][CH:6]=[C:5]2[CH2:11][CH2:12][NH:13][C:14](=[O:23])[C:15]1[CH:20]=[CH:19][CH:18]=[C:17]([CH2:21]Cl)[CH:16]=1.[F:24][C:25]1[CH:26]=[C:27](B(O)O)[CH:28]=[N:29][CH:30]=1.C(=O)([O-])[O-].[Na+].[Na+].[I-].[Na+]. The catalyst is C(COC)OC.O.C1C=CC([P]([Pd]([P](C2C=CC=CC=2)(C2C=CC=CC=2)C2C=CC=CC=2)([P](C2C=CC=CC=2)(C2C=CC=CC=2)C2C=CC=CC=2)[P](C2C=CC=CC=2)(C2C=CC=CC=2)C2C=CC=CC=2)(C2C=CC=CC=2)C2C=CC=CC=2)=CC=1. The product is [Cl:1][C:2]1[CH:3]=[C:4]2[C:8](=[CH:9][CH:10]=1)[NH:7][CH:6]=[C:5]2[CH2:11][CH2:12][NH:13][C:14](=[O:23])[C:15]1[CH:20]=[CH:19][CH:18]=[C:17]([CH2:21][C:27]2[CH:28]=[N:29][CH:30]=[C:25]([F:24])[CH:26]=2)[CH:16]=1. The yield is 0.0300.